This data is from Forward reaction prediction with 1.9M reactions from USPTO patents (1976-2016). The task is: Predict the product of the given reaction. (1) Given the reactants [Cl:1][C:2]1[CH:3]=[C:4]2[CH:10]=[C:9]([C:11]([NH:13][C@@H:14]([CH2:18][C:19]3[CH:24]=[CH:23][CH:22]=[CH:21][CH:20]=3)[C:15]([OH:17])=O)=[O:12])[NH:8][C:5]2=[CH:6][N:7]=1.[OH:25][CH:26]1[CH2:31][CH2:30][NH:29][CH2:28][CH2:27]1, predict the reaction product. The product is: [CH2:18]([C@H:14]([NH:13][C:11]([C:9]1[NH:8][C:5]2=[CH:6][N:7]=[C:2]([Cl:1])[CH:3]=[C:4]2[CH:10]=1)=[O:12])[C:15]([N:29]1[CH2:30][CH2:31][CH:26]([OH:25])[CH2:27][CH2:28]1)=[O:17])[C:19]1[CH:24]=[CH:23][CH:22]=[CH:21][CH:20]=1. (2) The product is: [C:40]([O:39][C:37]([N:14]1[C:15]2[C:20](=[C:19]([CH2:22][CH2:23][C:24]([OH:27])([CH3:25])[CH3:26])[CH:18]=[C:17]([CH2:28][N:29]([CH3:36])[CH:30]([CH3:35])[C:31]([CH3:32])([CH3:33])[CH3:34])[CH:16]=2)[CH:21]=[C:13]1[C:10]1[C:11]2[S:12][C:5]([CH2:3][OH:2])=[CH:6][C:7]=2[N:8]([C:44]([O:46][C:47]([CH3:50])([CH3:49])[CH3:48])=[O:45])[N:9]=1)=[O:38])([CH3:41])([CH3:42])[CH3:43]. Given the reactants C[O:2][C:3]([C:5]1[S:12][C:11]2[C:10]([C:13]3[N:14]([C:37]([O:39][C:40]([CH3:43])([CH3:42])[CH3:41])=[O:38])[C:15]4[C:20]([CH:21]=3)=[C:19]([CH2:22][CH2:23][C:24]([OH:27])([CH3:26])[CH3:25])[CH:18]=[C:17]([CH2:28][N:29]([CH3:36])[CH:30]([CH3:35])[C:31]([CH3:34])([CH3:33])[CH3:32])[CH:16]=4)=[N:9][N:8]([C:44]([O:46][C:47]([CH3:50])([CH3:49])[CH3:48])=[O:45])[C:7]=2[CH:6]=1)=O.[H-].C([Al+]CC(C)C)C(C)C, predict the reaction product. (3) The product is: [CH3:13][CH2:12][C@H:11]([N:14]1[N:15]=[CH:16][N:17]([C:20]2[CH:25]=[CH:24][C:23]([N:26]3[CH2:27][CH2:28][N:29]([C:32]4[CH:33]=[CH:34][C:35]([O:57][CH2:56][C@@H:53]5[CH2:54][O:55][C@:51]([C:68]6[CH:73]=[CH:72][C:71]([F:74])=[CH:70][C:69]=6[F:75])([CH2:50][N:45]6[N:46]=[CH:47][N:48]=[CH:49]6)[CH2:52]5)=[CH:36][CH:37]=4)[CH2:30][CH2:31]3)=[CH:22][CH:21]=2)[C:18]1=[O:19])[C@@H:9]([OH:8])[CH3:10]. Given the reactants C([O:8][C@H:9]([C@@H:11]([N:14]1[C:18](=[O:19])[N:17]([C:20]2[CH:25]=[CH:24][C:23]([N:26]3[CH2:31][CH2:30][N:29]([C:32]4[CH:37]=[CH:36][C:35](O)=[CH:34][CH:33]=4)[CH2:28][CH2:27]3)=[CH:22][CH:21]=2)[CH:16]=[N:15]1)[CH2:12][CH3:13])[CH3:10])C1C=CC=CC=1.CS(C)=O.[OH-].[Na+].[N:45]1([CH2:50][C@@:51]2([C:68]3[CH:73]=[CH:72][C:71]([F:74])=[CH:70][C:69]=3[F:75])[O:55][CH2:54][C@@H:53]([CH2:56][O:57]S(C3C=CC(C)=CC=3)(=O)=O)[CH2:52]2)[CH:49]=[N:48][CH:47]=[N:46]1, predict the reaction product. (4) Given the reactants [CH2:1]([NH:8][C:9]([C@@H:11]1[C@@H:15]([CH3:16])[O:14]C(C)(C)[O:12]1)=[O:10])[C:2]1[CH:7]=[CH:6][CH:5]=[CH:4][CH:3]=1.Cl.[OH-].[Na+], predict the reaction product. The product is: [CH2:1]([NH:8][C:9](=[O:10])[C@@H:11]([OH:12])[C@H:15]([OH:14])[CH3:16])[C:2]1[CH:7]=[CH:6][CH:5]=[CH:4][CH:3]=1. (5) Given the reactants Cl.[CH2:2]([O:4][C:5](=[O:24])[C@H:6]([CH3:23])[CH2:7][C@H:8]([NH2:22])[CH2:9][C:10]1[CH:15]=[CH:14][C:13]([C:16]2[CH:21]=[CH:20][CH:19]=[CH:18][CH:17]=2)=[CH:12][CH:11]=1)[CH3:3].[F:25][C:26]1[CH:27]=[C:28]([CH:32]=[C:33]([F:37])[C:34]=1[O:35][CH3:36])[C:29](O)=[O:30].CN(C(ON1N=NC2C=CC=NC1=2)=[N+](C)C)C.F[P-](F)(F)(F)(F)F, predict the reaction product. The product is: [CH2:2]([O:4][C:5](=[O:24])[C@H:6]([CH3:23])[CH2:7][C@H:8]([NH:22][C:29](=[O:30])[C:28]1[CH:32]=[C:33]([F:37])[C:34]([O:35][CH3:36])=[C:26]([F:25])[CH:27]=1)[CH2:9][C:10]1[CH:11]=[CH:12][C:13]([C:16]2[CH:21]=[CH:20][CH:19]=[CH:18][CH:17]=2)=[CH:14][CH:15]=1)[CH3:3].